Dataset: Full USPTO retrosynthesis dataset with 1.9M reactions from patents (1976-2016). Task: Predict the reactants needed to synthesize the given product. (1) Given the product [Br:1][C:2]1[C:11]2[C:6](=[CH:7][C:8]([S:12]([CH3:15])(=[O:14])=[O:13])=[CH:9][CH:10]=2)[CH:5]=[CH:4][C:3]=1[N:16]([CH2:29][CH:28]=[CH:27][Cl:26])[C:17](=[O:23])[O:18][C:19]([CH3:20])([CH3:22])[CH3:21], predict the reactants needed to synthesize it. The reactants are: [Br:1][C:2]1[C:11]2[C:6](=[CH:7][C:8]([S:12]([CH3:15])(=[O:14])=[O:13])=[CH:9][CH:10]=2)[CH:5]=[CH:4][C:3]=1[NH:16][C:17](=[O:23])[O:18][C:19]([CH3:22])([CH3:21])[CH3:20].[H-].[Na+].[Cl:26][CH:27]=[CH:28][CH2:29]Cl. (2) Given the product [Cl:33][C:30]1[CH:29]=[CH:28][C:27]([S:24]([CH:23]([C:34]2[CH:39]=[C:38]([F:40])[CH:37]=[CH:36][C:35]=2[F:41])[CH:22]([CH3:42])[CH2:21][CH2:20][CH2:19][OH:18])(=[O:26])=[O:25])=[CH:32][CH:31]=1, predict the reactants needed to synthesize it. The reactants are: [Si]([O:18][CH2:19][CH2:20][CH2:21][CH:22]([CH3:42])[CH:23]([C:34]1[CH:39]=[C:38]([F:40])[CH:37]=[CH:36][C:35]=1[F:41])[S:24]([C:27]1[CH:32]=[CH:31][C:30]([Cl:33])=[CH:29][CH:28]=1)(=[O:26])=[O:25])(C(C)(C)C)(C1C=CC=CC=1)C1C=CC=CC=1.N1C=CC=CC=1.F.C(=O)(O)[O-].[Na+].CCCCCC. (3) The reactants are: C(=O)([O-])[O-].[K+].[K+].Cl.[OH:8][C:9]1[CH:14]=[CH:13][C:12]([N:15]2[C:20]([CH3:21])=[CH:19][C:18](=[O:22])[CH:17]=[C:16]2[CH3:23])=[CH:11][CH:10]=1.[CH2:24]([CH:26]([CH2:29][CH2:30][CH2:31][CH3:32])[CH2:27]Br)[CH3:25].[I-].[K+]. Given the product [CH2:24]([CH:26]([CH2:29][CH2:30][CH2:31][CH3:32])[CH2:27][O:8][C:9]1[CH:14]=[CH:13][C:12]([N:15]2[C:16]([CH3:23])=[CH:17][C:18](=[O:22])[CH:19]=[C:20]2[CH3:21])=[CH:11][CH:10]=1)[CH3:25], predict the reactants needed to synthesize it.